Dataset: Forward reaction prediction with 1.9M reactions from USPTO patents (1976-2016). Task: Predict the product of the given reaction. (1) Given the reactants [F:1][C:2]1[CH:3]=[C:4]2[C:8](=[CH:9][CH:10]=1)[NH:7][C:6](=[O:11])[C:5]2=[C:12]1[C:20]2[C:15](=[N:16][C:17]([CH:21]=[CH2:22])=[CH:18][CH:19]=2)[CH2:14][O:13]1.[OH:23][CH:24]1[CH2:29][CH2:28][CH2:27][NH:26][CH2:25]1, predict the reaction product. The product is: [F:1][C:2]1[CH:3]=[C:4]2[C:8](=[CH:9][CH:10]=1)[NH:7][C:6](=[O:11])[C:5]2=[C:12]1[C:20]2[C:15](=[N:16][C:17]([CH2:21][CH2:22][N:26]3[CH2:27][CH2:28][CH2:29][CH:24]([OH:23])[CH2:25]3)=[CH:18][CH:19]=2)[CH2:14][O:13]1. (2) Given the reactants [CH3:1][C:2]1[CH:7]=[C:6]([CH3:8])[CH:5]=[C:4]([CH3:9])[C:3]=1[NH2:10].Cl[CH2:12][C:13]([O:15][CH2:16][CH3:17])=[O:14].C(=O)([O-])[O-].[K+].[K+].[I-].[Na+], predict the reaction product. The product is: [CH2:16]([O:15][C:13](=[O:14])[CH2:12][NH:10][C:3]1[C:4]([CH3:9])=[CH:5][C:6]([CH3:8])=[CH:7][C:2]=1[CH3:1])[CH3:17]. (3) Given the reactants [C:1]([NH2:5])(=[O:4])[CH:2]=[CH2:3].C(N)(=O)C=C.[O:11]=[C:12]1[CH2:19][C:16](C)(C)CC(C)=C1.CC1(C)CC(CN)(C)CC(N)C1.[NH:33]1[CH2:39][CH2:38][CH2:37]N[CH2:35][CH2:34]1.C(Cl)(=O)C=C, predict the reaction product. The product is: [C:1]([N:5]1[CH2:37][CH2:38][CH2:39][N:33]([C:12](=[O:11])[CH:19]=[CH2:16])[CH2:34][CH2:35]1)(=[O:4])[CH:2]=[CH2:3].